This data is from Catalyst prediction with 721,799 reactions and 888 catalyst types from USPTO. The task is: Predict which catalyst facilitates the given reaction. (1) Reactant: [F:1][C:2]1[CH:9]=[CH:8][C:5]([C:6]#[N:7])=[C:4]([N:10]2[CH:14]=[N:13][CH:12]=[N:11]2)[CH:3]=1.[ClH:15]. The catalyst class is: 29. Product: [ClH:15].[F:1][C:2]1[CH:9]=[CH:8][C:5]([CH2:6][NH2:7])=[C:4]([N:10]2[CH:14]=[N:13][CH:12]=[N:11]2)[CH:3]=1. (2) Reactant: Br[Zn][CH2:3][C:4]([O:6][CH2:7][CH3:8])=[O:5].[CH:9]([C:12]([C:14]1[CH:19]=[CH:18][CH:17]=[CH:16][CH:15]=1)=[O:13])=[CH:10][CH3:11].Cl.C(OCC)(=O)C. Product: [OH:13][C:12]([C:14]1[CH:19]=[CH:18][CH:17]=[CH:16][CH:15]=1)([CH:9]=[CH:10][CH3:11])[CH2:3][C:4]([O:6][CH2:7][CH3:8])=[O:5]. The catalyst class is: 1. (3) Product: [N:38]1([C:41]2[CH:47]=[CH:46][C:45]([N:48]3[CH2:49][CH2:50][O:51][CH2:52][CH2:53]3)=[CH:44][C:42]=2[NH:43][C:55]2[C:64]3[C:59](=[C:60]([C:65]4[CH:70]=[CH:69][CH:68]=[CH:67][N:66]=4)[CH:61]=[CH:62][CH:63]=3)[N:58]=[C:57]([C:71]3[CH:76]=[CH:75][CH:74]=[CH:73][N:72]=3)[C:56]=2[CH3:77])[CH2:39][CH2:40][O:35][CH2:36][CH2:37]1. The catalyst class is: 882. Reactant: C1(P(C2CCCCC2)C2C=CC=CC=2C2C(C(C)C)=CC(C(C)C)=CC=2C(C)C)CCCCC1.[O:35]1[CH2:40][CH2:39][N:38]([C:41]2[CH:47]=[CH:46][C:45]([N:48]3[CH2:53][CH2:52][O:51][CH2:50][CH2:49]3)=[CH:44][C:42]=2[NH2:43])[CH2:37][CH2:36]1.Cl[C:55]1[C:64]2[C:59](=[C:60]([C:65]3[CH:70]=[CH:69][CH:68]=[CH:67][N:66]=3)[CH:61]=[CH:62][CH:63]=2)[N:58]=[C:57]([C:71]2[CH:76]=[CH:75][CH:74]=[CH:73][N:72]=2)[C:56]=1[CH3:77].CC(C)([O-])C.[Na+]. (4) Reactant: [CH2:1]([NH:8][C:9]1[N:17]=[CH:16][N:15]=[C:14]2[C:10]=1[N:11]=[C:12]([C:27]([O:29]C)=[O:28])[N:13]2[C@@H:18]1[O:24][C@H:23]([CH2:25][OH:26])[C@@H:21]([OH:22])[C@H:19]1[OH:20])[C:2]1[CH:7]=[CH:6][CH:5]=[CH:4][CH:3]=1.Cl. Product: [CH2:1]([NH:8][C:9]1[N:17]=[CH:16][N:15]=[C:14]2[C:10]=1[N:11]=[C:12]([C:27]([OH:29])=[O:28])[N:13]2[C@@H:18]1[O:24][C@H:23]([CH2:25][OH:26])[C@@H:21]([OH:22])[C@H:19]1[OH:20])[C:2]1[CH:7]=[CH:6][CH:5]=[CH:4][CH:3]=1. The catalyst class is: 273. (5) Reactant: N1CCCCC1.[CH3:7][O:8][C:9]1[N:14]=[CH:13][C:12]([CH:15]=O)=[CH:11][CH:10]=1.C([CH2:20][C:21]([NH:23][C:24]1[CH:32]=[CH:31][CH:30]=[CH:29][C:25]=1[C:26]([OH:28])=[O:27])=[O:22])(O)=O.CC(O)=O. Product: [CH3:7][O:8][C:9]1[N:14]=[CH:13][C:12](/[CH:15]=[CH:20]/[C:21]([NH:23][C:24]2[CH:32]=[CH:31][CH:30]=[CH:29][C:25]=2[C:26]([OH:28])=[O:27])=[O:22])=[CH:11][CH:10]=1. The catalyst class is: 11. (6) Reactant: [F:1][C:2]([F:20])([F:19])[C:3]1[CH:8]=[CH:7][C:6]([C:9]2[CH:13]=[C:12]([CH2:14][CH2:15][CH2:16][CH2:17][OH:18])[O:11][N:10]=2)=[CH:5][CH:4]=1.[CH2:21]([O:23][C:24]1[CH:29]=[C:28](O)[CH:27]=[CH:26][C:25]=1[CH2:31][CH2:32][C:33]([O:35]CC)=[O:34])[CH3:22].C1(P(C2C=CC=CC=2)C2C=CC=CC=2)C=CC=CC=1.N(C(OCC)=O)=NC(OCC)=O. Product: [CH2:21]([O:23][C:24]1[CH:29]=[C:28]([O:18][CH2:17][CH2:16][CH2:15][CH2:14][C:12]2[O:11][N:10]=[C:9]([C:6]3[CH:5]=[CH:4][C:3]([C:2]([F:1])([F:19])[F:20])=[CH:8][CH:7]=3)[CH:13]=2)[CH:27]=[CH:26][C:25]=1[CH2:31][CH2:32][C:33]([OH:35])=[O:34])[CH3:22]. The catalyst class is: 359.